This data is from Full USPTO retrosynthesis dataset with 1.9M reactions from patents (1976-2016). The task is: Predict the reactants needed to synthesize the given product. (1) Given the product [CH2:26]([N:23]([CH2:24][CH3:25])[CH2:22][CH2:21][N:16]1[CH2:17][CH2:18][C:19]2[NH:20][C:12]([CH2:10][OH:9])=[C:13]([C:29]([F:30])([F:32])[F:31])[C:14]=2[C:15]1=[O:28])[CH3:27], predict the reactants needed to synthesize it. The reactants are: [H-].[Al+3].[Li+].[H-].[H-].[H-].C([O:9][C:10]([C:12]1[NH:20][C:19]2[CH2:18][CH2:17][N:16]([CH2:21][CH2:22][N:23]([CH2:26][CH3:27])[CH2:24][CH3:25])[C:15](=[O:28])[C:14]=2[C:13]=1[C:29]([F:32])([F:31])[F:30])=O)C. (2) Given the product [CH:27]1([NH:33][CH2:26][CH:24]([OH:25])[CH2:23][O:22][C:16]2[CH:15]=[C:14]3[C:19]([C:20](=[O:21])[C:11]([C:5]4[CH:6]=[CH:7][C:8]([O:9][CH3:10])=[C:3]([O:2][CH3:1])[CH:4]=4)=[CH:12][O:13]3)=[CH:18][CH:17]=2)[CH2:32][CH2:31][CH2:30][CH2:29][CH2:28]1, predict the reactants needed to synthesize it. The reactants are: [CH3:1][O:2][C:3]1[CH:4]=[C:5]([C:11]2[C:20](=[O:21])[C:19]3[C:14](=[CH:15][C:16]([O:22][CH2:23][CH:24]4[CH2:26][O:25]4)=[CH:17][CH:18]=3)[O:13][CH:12]=2)[CH:6]=[CH:7][C:8]=1[O:9][CH3:10].[CH:27]1([NH2:33])[CH2:32][CH2:31][CH2:30][CH2:29][CH2:28]1. (3) The reactants are: FC(F)(F)S(O[C:7]1[CH:15]=[CH:14][CH:13]=[C:12]2[C:8]=1[C:9]1[CH:19]=[C:18]([Cl:20])[CH:17]=[N:16][C:10]=1[NH:11]2)(=O)=O.[N:23]1[CH:28]=[CH:27][CH:26]=[C:25](B(O)O)[CH:24]=1.C(=O)([O-])[O-].[Na+].[Na+].Cl. Given the product [Cl:20][C:18]1[CH:17]=[N:16][C:10]2[NH:11][C:12]3[C:8]([C:9]=2[CH:19]=1)=[C:7]([C:25]1[CH:24]=[N:23][CH:28]=[CH:27][CH:26]=1)[CH:15]=[CH:14][CH:13]=3, predict the reactants needed to synthesize it. (4) The reactants are: [C:1]([C:4]1[CH:12]=[CH:11][C:7]([C:8]([OH:10])=O)=[CH:6][CH:5]=1)(=[O:3])[CH3:2].C1C=CC2N(O)N=NC=2C=1.C(Cl)CCl.[CH3:27][O:28][C:29]1[CH:30]=[C:31]([CH:34]=[CH:35][CH:36]=1)[CH2:32][NH2:33]. Given the product [C:1]([C:4]1[CH:5]=[CH:6][C:7]([C:8]([NH:33][CH2:32][C:31]2[CH:34]=[CH:35][CH:36]=[C:29]([O:28][CH3:27])[CH:30]=2)=[O:10])=[CH:11][CH:12]=1)(=[O:3])[CH3:2], predict the reactants needed to synthesize it.